Dataset: Catalyst prediction with 721,799 reactions and 888 catalyst types from USPTO. Task: Predict which catalyst facilitates the given reaction. (1) Reactant: [CH3:1][O:2][C:3](=[O:25])[CH2:4][CH2:5][CH2:6][O:7][C:8]1[CH:13]=[C:12]([C:14](=[O:22])[NH:15][CH:16]2[CH2:21][CH2:20][NH:19][CH2:18][CH2:17]2)[CH:11]=[C:10]([O:23][CH3:24])[CH:9]=1.[CH:26]([O:29][C:30]1[CH:31]=[C:32]([CH:35]=[C:36]([O:38][CH:39]([CH3:41])[CH3:40])[CH:37]=1)[CH:33]=O)([CH3:28])[CH3:27].C([BH3-])#N.[Na+].C(N(C(C)C)C(C)C)C. Product: [CH3:1][O:2][C:3](=[O:25])[CH2:4][CH2:5][CH2:6][O:7][C:8]1[CH:9]=[C:10]([O:23][CH3:24])[CH:11]=[C:12]([C:14](=[O:22])[NH:15][CH:16]2[CH2:17][CH2:18][N:19]([CH2:33][C:32]3[CH:35]=[C:36]([O:38][CH:39]([CH3:41])[CH3:40])[CH:37]=[C:30]([O:29][CH:26]([CH3:28])[CH3:27])[CH:31]=3)[CH2:20][CH2:21]2)[CH:13]=1. The catalyst class is: 212. (2) Reactant: [CH:1]1([CH:4]([C:11]2[CH:16]=[CH:15][CH:14]=[C:13]([CH2:17][O:18][C:19]3[CH:20]=[N:21][C:22](OS(C(F)(F)F)(=O)=O)=[C:23]([CH2:25][C:26]([CH3:29])([CH3:28])[CH3:27])[CH:24]=3)[CH:12]=2)[CH2:5][C:6]([O:8][CH2:9][CH3:10])=[O:7])[CH2:3][CH2:2]1.F[C:39]1[CH:44]=[CH:43][C:42]([O:45][CH3:46])=C[C:40]=1B(O)O.C(=O)([O-])[O-].[Na+].[Na+].O.C[N:58](C=O)C. Product: [CH:1]1([CH:4]([C:11]2[CH:16]=[CH:15][CH:14]=[C:13]([CH2:17][O:18][C:19]3[CH:24]=[C:23]([CH2:25][C:26]([CH3:27])([CH3:28])[CH3:29])[C:22]([C:44]4[CH:39]=[CH:40][N:58]=[C:42]([O:45][CH3:46])[CH:43]=4)=[N:21][CH:20]=3)[CH:12]=2)[CH2:5][C:6]([O:8][CH2:9][CH3:10])=[O:7])[CH2:2][CH2:3]1. The catalyst class is: 73. (3) Reactant: [NH2:1][C:2]1[CH:7]=[CH:6][C:5]([F:8])=[CH:4][N:3]=1.[N+](C1C=CC([CH:18]([S:22][C:23]([C:36]2[CH:41]=[CH:40][CH:39]=[CH:38][CH:37]=2)([C:30]2[CH:35]=[CH:34][CH:33]=[CH:32][CH:31]=2)[C:24]2[CH:29]=[CH:28][CH:27]=[CH:26][CH:25]=2)[C:19]([O-])=[O:20])=CC=1)([O-])=O.C(N(CC)CC)C.C(OCC)C. Product: [F:8][C:5]1[CH:6]=[CH:7][C:2]([NH:1][C:19](=[O:20])[CH2:18][S:22][C:23]([C:24]2[CH:29]=[CH:28][CH:27]=[CH:26][CH:25]=2)([C:30]2[CH:31]=[CH:32][CH:33]=[CH:34][CH:35]=2)[C:36]2[CH:41]=[CH:40][CH:39]=[CH:38][CH:37]=2)=[N:3][CH:4]=1. The catalyst class is: 3. (4) Reactant: Br[C:2]1[CH:3]=[C:4]([C:9]2[CH:14]=[CH:13][C:12]([C:15]([O:17][CH2:18][CH3:19])=[O:16])=[CH:11][CH:10]=2)[CH:5]=[CH:6][C:7]=1[OH:8].[C:20]([C:24]1[CH:25]=[C:26](B(O)O)[CH:27]=[CH:28][C:29]=1[N:30]([CH2:33][CH3:34])[CH2:31][CH3:32])([CH3:23])([CH3:22])[CH3:21].C(=O)([O-])[O-].[K+].[K+].O. Product: [C:20]([C:24]1[CH:25]=[C:26]([C:2]2[CH:3]=[C:4]([C:9]3[CH:14]=[CH:13][C:12]([C:15]([O:17][CH2:18][CH3:19])=[O:16])=[CH:11][CH:10]=3)[CH:5]=[CH:6][C:7]=2[OH:8])[CH:27]=[CH:28][C:29]=1[N:30]([CH2:33][CH3:34])[CH2:31][CH3:32])([CH3:23])([CH3:21])[CH3:22]. The catalyst class is: 109.